Dataset: Reaction yield outcomes from USPTO patents with 853,638 reactions. Task: Predict the reaction yield, written as a fraction of the theoretical maximum amount of product (1.0 means a 100% yield; for example, 0.34 means a 34% yield). The reactants are [CH2:1]([O:3][C:4](=[O:13])[CH:5]([C:7]1[CH:12]=[CH:11][CH:10]=[CH:9][CH:8]=1)[CH3:6])[CH3:2].[C:14]1(C)C=CC(CC(OCC)=O)=CC=1.[Li+].CC([N-]C(C)C)C.CI. The catalyst is C1COCC1.CN1C(=O)N(C)CCC1. The product is [C:10]1([CH3:14])[CH:11]=[CH:12][C:7]([CH:5]([CH3:6])[C:4]([O:3][CH2:1][CH3:2])=[O:13])=[CH:8][CH:9]=1. The yield is 0.860.